From a dataset of Full USPTO retrosynthesis dataset with 1.9M reactions from patents (1976-2016). Predict the reactants needed to synthesize the given product. (1) Given the product [OH:26][C:27]([CH3:32])([CH3:31])[C:28]([NH:1][CH2:2][CH:3]1[CH2:8][CH2:7][C:6]2[C:9]3[C:14]([NH:15][C:16]4[CH:17]=[C:18]5[C:22](=[CH:23][CH:24]=4)[NH:21][N:20]=[CH:19]5)=[N:13][CH:12]=[N:11][C:10]=3[S:25][C:5]=2[CH2:4]1)=[O:29], predict the reactants needed to synthesize it. The reactants are: [NH2:1][CH2:2][CH:3]1[CH2:8][CH2:7][C:6]2[C:9]3[C:14]([NH:15][C:16]4[CH:17]=[C:18]5[C:22](=[CH:23][CH:24]=4)[NH:21][N:20]=[CH:19]5)=[N:13][CH:12]=[N:11][C:10]=3[S:25][C:5]=2[CH2:4]1.[OH:26][C:27]([CH3:32])([CH3:31])[C:28](O)=[O:29]. (2) Given the product [Cl:14][C:15]1[CH:16]=[C:17]([CH:34]=[CH:35][CH:36]=1)[CH2:18][NH:19][C:20]([C:22]1[CH:23]=[C:24]2[C:25]([C:26](=[O:27])[N:1]([C:2]3[CH:7]=[N:6][C:5]([C:8]#[N:9])=[CH:4][N:3]=3)[C:32](=[S:33])[NH:31]2)=[CH:29][CH:30]=1)=[O:21], predict the reactants needed to synthesize it. The reactants are: [NH2:1][C:2]1[N:3]=[CH:4][C:5]([C:8]#[N:9])=[N:6][CH:7]=1.N#N.[H-].[Na+].[Cl:14][C:15]1[CH:16]=[C:17]([CH:34]=[CH:35][CH:36]=1)[CH2:18][NH:19][C:20]([C:22]1[CH:30]=[CH:29][C:25]([C:26]([O-])=[O:27])=[C:24]([N:31]=[C:32]=[S:33])[CH:23]=1)=[O:21]. (3) Given the product [F:33][C:30]([F:31])([F:32])[C:27]1[N:25]2[N:26]=[C:21]([N:18]3[CH2:17][CH2:16][CH:15]([CH2:14][O:5][CH2:4][C:3]([O:7][CH3:8])=[O:6])[CH2:20][CH2:19]3)[CH:22]=[CH:23][C:24]2=[N:29][N:28]=1, predict the reactants needed to synthesize it. The reactants are: [H-].[Na+].[C:3]([O:7][CH3:8])(=[O:6])[CH2:4][OH:5].CS(O[CH2:14][CH:15]1[CH2:20][CH2:19][N:18]([C:21]2[CH:22]=[CH:23][C:24]3[N:25]([C:27]([C:30]([F:33])([F:32])[F:31])=[N:28][N:29]=3)[N:26]=2)[CH2:17][CH2:16]1)(=O)=O. (4) Given the product [O:12]1[CH2:13][CH2:14][N:9]([C:2]2[CH:7]=[CH:6][N:5]=[C:4]([NH2:8])[N:3]=2)[CH2:10][CH2:11]1, predict the reactants needed to synthesize it. The reactants are: Cl[C:2]1[CH:7]=[CH:6][N:5]=[C:4]([NH2:8])[N:3]=1.[NH:9]1[CH2:14][CH2:13][O:12][CH2:11][CH2:10]1. (5) Given the product [F:1][C:2]1[CH:8]=[CH:7][C:5]([NH:6][CH:9]=[O:10])=[CH:4][CH:3]=1, predict the reactants needed to synthesize it. The reactants are: [F:1][C:2]1[CH:8]=[CH:7][C:5]([NH2:6])=[CH:4][CH:3]=1.[CH:9](O)=[O:10]. (6) Given the product [Cl:30][C:31]1[CH:36]=[CH:35][C:34]([S:37][C:2]2[C:3]([C:28]#[N:29])=[C:4]([C:18]3[CH:23]=[CH:22][N:21]=[C:20]([NH:24][C:25](=[O:27])[CH3:26])[CH:19]=3)[S:5][C:6]=2[C:7]2[N:11]=[CH:10][N:9]([CH:12]3[CH2:17][CH2:16][CH2:15][CH2:14][O:13]3)[N:8]=2)=[CH:33][CH:32]=1, predict the reactants needed to synthesize it. The reactants are: Br[C:2]1[C:3]([C:28]#[N:29])=[C:4]([C:18]2[CH:23]=[CH:22][N:21]=[C:20]([NH:24][C:25](=[O:27])[CH3:26])[CH:19]=2)[S:5][C:6]=1[C:7]1[N:11]=[CH:10][N:9]([CH:12]2[CH2:17][CH2:16][CH2:15][CH2:14][O:13]2)[N:8]=1.[Cl:30][C:31]1[CH:36]=[CH:35][C:34]([SH:37])=[CH:33][CH:32]=1.C(=O)([O-])[O-].[K+].[K+].